This data is from Full USPTO retrosynthesis dataset with 1.9M reactions from patents (1976-2016). The task is: Predict the reactants needed to synthesize the given product. (1) The reactants are: [CH3:1][C:2]1[CH:3]=[CH:4][C:5]2[N:10]=[N:9][N:8]([CH2:11][CH2:12][CH:13]([S:18][C:19]3[CH:24]=[CH:23][C:22]([NH:25][C:26]([C:28]4[CH:33]=[CH:32][C:31]([CH3:34])=[CH:30][CH:29]=4)=[O:27])=[CH:21][CH:20]=3)[C:14]([O:16]C)=[O:15])[C:7](=[O:35])[C:6]=2[CH:36]=1.CO.[OH-].[Li+].S(=O)(O)[O-].[Na+]. Given the product [CH3:1][C:2]1[CH:3]=[CH:4][C:5]2[N:10]=[N:9][N:8]([CH2:11][CH2:12][CH:13]([S:18][C:19]3[CH:24]=[CH:23][C:22]([NH:25][C:26]([C:28]4[CH:29]=[CH:30][C:31]([CH3:34])=[CH:32][CH:33]=4)=[O:27])=[CH:21][CH:20]=3)[C:14]([OH:16])=[O:15])[C:7](=[O:35])[C:6]=2[CH:36]=1, predict the reactants needed to synthesize it. (2) Given the product [CH3:1][O:2][C:3](=[O:12])[C:4]1[C:9]([Cl:10])=[CH:8][CH:7]=[C:6]([C:13]#[N:14])[N:5]=1, predict the reactants needed to synthesize it. The reactants are: [CH3:1][O:2][C:3](=[O:12])[C:4]1[C:9]([Cl:10])=[CH:8][CH:7]=[C:6](I)[N:5]=1.[C:13]([Cu])#[N:14]. (3) Given the product [C:8]([C:5]1[CH:6]=[CH:7][C:2]([C:22]#[N:23])=[C:3]([Br:11])[CH:4]=1)(=[O:10])[CH3:9], predict the reactants needed to synthesize it. The reactants are: N[C:2]1[CH:7]=[CH:6][C:5]([C:8](=[O:10])[CH3:9])=[CH:4][C:3]=1[Br:11].S(=O)(=O)(O)O.N([O-])=O.[Na+].[Cu][C:22]#[N:23].[C-]#N.[K+]. (4) The reactants are: Cl[C:2]1[NH:3][C:4](=[O:13])[C:5]2[C:10]([CH:11]=1)=[C:9]([F:12])[CH:8]=[CH:7][CH:6]=2.[OH:14][CH2:15][CH2:16][N:17]1[CH2:22][CH2:21][NH:20][CH2:19][CH2:18]1. Given the product [F:12][C:9]1[CH:8]=[CH:7][CH:6]=[C:5]2[C:10]=1[CH:11]=[C:2]([N:20]1[CH2:21][CH2:22][N:17]([CH2:16][CH2:15][OH:14])[CH2:18][CH2:19]1)[NH:3][C:4]2=[O:13], predict the reactants needed to synthesize it. (5) Given the product [ClH:1].[ClH:1].[C:3]([C:6]1[CH:7]=[C:8](/[CH:12]=[CH:13]/[CH2:14][N:15]([C:21]2[CH:26]=[CH:25][C:24]([O:27][CH:28]3[CH2:33][CH2:32][N:31]([C:39]4[CH2:40][CH2:41][CH2:42][N:43]=4)[CH2:30][CH2:29]3)=[C:23]([C:34](=[O:36])[NH2:35])[CH:22]=2)[S:16]([CH2:19][CH3:20])(=[O:18])=[O:17])[CH:9]=[CH:10][CH:11]=1)(=[NH:4])[NH2:5], predict the reactants needed to synthesize it. The reactants are: [ClH:1].Cl.[C:3]([C:6]1[CH:7]=[C:8](/[CH:12]=[CH:13]/[CH2:14][N:15]([C:21]2[CH:26]=[CH:25][C:24]([O:27][CH:28]3[CH2:33][CH2:32][NH:31][CH2:30][CH2:29]3)=[C:23]([C:34](=[O:36])[NH2:35])[CH:22]=2)[S:16]([CH2:19][CH3:20])(=[O:18])=[O:17])[CH:9]=[CH:10][CH:11]=1)(=[NH:5])[NH2:4].CO[C:39]1[CH2:40][CH2:41][CH2:42][N:43]=1.N1CCCC1=O.Cl. (6) Given the product [N:1]1([C:23]([O:22][C:19]([CH3:21])([CH3:20])[CH3:18])=[O:24])[CH2:6][CH2:5][CH:4]([C:7]([O:9][CH3:10])=[O:8])[CH2:3][CH2:2]1, predict the reactants needed to synthesize it. The reactants are: [NH:1]1[CH2:6][CH2:5][CH:4]([C:7]([O:9][CH3:10])=[O:8])[CH2:3][CH2:2]1.CCN(CC)CC.[CH3:18][C:19]([O:22][C:23](O[C:23]([O:22][C:19]([CH3:21])([CH3:20])[CH3:18])=[O:24])=[O:24])([CH3:21])[CH3:20].